Task: Predict the reaction yield, written as a fraction of the theoretical maximum amount of product (1.0 means a 100% yield; for example, 0.34 means a 34% yield).. Dataset: Reaction yield outcomes from USPTO patents with 853,638 reactions (1) The yield is 0.925. The product is [CH3:56][N:55]([CH3:57])[O:54][CH2:53][CH2:52][O:51][C@@H:39]1[C@H:38]([OH:58])[C@@H:37]([CH2:36][OH:35])[O:41][C@H:40]1[N:42]1[CH:49]=[C:48]([CH3:50])[C:46](=[O:47])[NH:45][C:43]1=[O:44]. The reactants are F.F.F.C(N(CC)CC)C.C(N(CC)CC)C.[Si]([O:35][CH2:36][C@H:37]1[O:41][C@@H:40]([N:42]2[CH:49]=[C:48]([CH3:50])[C:46](=[O:47])[NH:45][C:43]2=[O:44])[C@H:39]([O:51][CH2:52][CH2:53][O:54][N:55]([CH3:57])[CH3:56])[C@@H:38]1[OH:58])(C(C)(C)C)(C1C=CC=CC=1)C1C=CC=CC=1.CO. The catalyst is C1COCC1.C(Cl)Cl. (2) The reactants are [N:1]1([C:6]2[CH:11]=[CH:10][C:9](/[CH:12]=[CH:13]/[C:14]([C:16]3[CH:21]=[C:20]([Cl:22])[CH:19]=[C:18]([Cl:23])[CH:17]=3)=[O:15])=[CH:8][CH:7]=2)[CH:5]=[N:4][CH:3]=[N:2]1.[F:24][C:25]([Si](C)(C)C)([F:27])[F:26].[F-].C([N+](CCCC)(CCCC)CCCC)CCC.Cl. The catalyst is C1COCC1. The product is [N:1]1([C:6]2[CH:11]=[CH:10][C:9](/[CH:12]=[CH:13]/[C:14]([C:16]3[CH:17]=[C:18]([Cl:23])[CH:19]=[C:20]([Cl:22])[CH:21]=3)([OH:15])[C:25]([F:27])([F:26])[F:24])=[CH:8][CH:7]=2)[CH:5]=[N:4][CH:3]=[N:2]1. The yield is 0.250. (3) The reactants are [CH:1]([C:3]1[C:11]2[C:6](=[CH:7][CH:8]=[C:9]([C:12]3[CH:13]=[C:14]([NH:18][C:19](=[O:24])[CH2:20][CH:21]([CH3:23])[CH3:22])[CH:15]=[N:16][CH:17]=3)[CH:10]=2)[N:5](C2CCCCO2)[N:4]=1)=O.[CH3:31][N:32]1[CH2:37][CH2:36][N:35]([C:38]2[C:39]([NH2:45])=[C:40]([NH2:44])[CH:41]=[N:42][CH:43]=2)[CH2:34][CH2:33]1.[S].[SiH](CC)(CC)CC.C(O)(C(F)(F)F)=O. The catalyst is CN(C=O)C.CO.C(Cl)Cl. The product is [CH3:22][CH:21]([CH3:23])[CH2:20][C:19]([NH:18][C:14]1[CH:15]=[N:16][CH:17]=[C:12]([C:9]2[CH:10]=[C:11]3[C:6](=[CH:7][CH:8]=2)[NH:5][N:4]=[C:3]3[C:1]2[NH:44][C:40]3[CH:41]=[N:42][CH:43]=[C:38]([N:35]4[CH2:34][CH2:33][N:32]([CH3:31])[CH2:37][CH2:36]4)[C:39]=3[N:45]=2)[CH:13]=1)=[O:24]. The yield is 0.590.